This data is from Catalyst prediction with 721,799 reactions and 888 catalyst types from USPTO. The task is: Predict which catalyst facilitates the given reaction. (1) The catalyst class is: 2. Product: [F:1][C:2]1[C:3]([OH:49])=[CH:4][C:5]([CH2:44][C:45]([F:47])([F:46])[F:48])=[C:6]([C:8]2[N:13]=[C:12]([NH:14][CH2:15][C:16]3[CH:21]=[C:20]([OH:22])[CH:19]=[CH:18][C:17]=3[N:24]([CH3:29])[S:25]([CH3:28])(=[O:27])=[O:26])[C:11]3[C:30]([C:41]([NH:62][C:63]4[CH:68]=[N:67][C:66]([NH:69][CH2:70][CH2:71][OH:72])=[CH:65][CH:64]=4)=[O:42])=[N:31][NH:32][C:10]=3[CH:9]=2)[CH:7]=1. Reactant: [F:1][C:2]1[C:3]([O:49]COCC[Si](C)(C)C)=[CH:4][C:5]([CH2:44][C:45]([F:48])([F:47])[F:46])=[C:6]([C:8]2[N:13]=[C:12]([NH:14][CH2:15][C:16]3[CH:21]=[C:20]([O:22]C)[CH:19]=[CH:18][C:17]=3[N:24]([CH3:29])[S:25]([CH3:28])(=[O:27])=[O:26])[C:11]3[C:30]([C:41](O)=[O:42])=[N:31][N:32](COCC[Si](C)(C)C)[C:10]=3[CH:9]=2)[CH:7]=1.B(Br)(Br)Br.[NH2:62][C:63]1[CH:64]=[CH:65][C:66]([NH:69][CH2:70][CH2:71][OH:72])=[N:67][CH:68]=1.CCN(C(C)C)C(C)C.CN(C(ON1N=NC2C=CC=NC1=2)=[N+](C)C)C.F[P-](F)(F)(F)(F)F. (2) Reactant: [CH2:1]([OH:4])[CH2:2][OH:3].[H-].[Na+].Cl[C:8]1[N:13]=[C:12]([C:14]2[CH:19]=[CH:18][CH:17]=[CH:16][CH:15]=2)[N:11]=[C:10]([C:20]([OH:22])=[O:21])[CH:9]=1.Cl. Product: [OH:3][CH2:2][CH2:1][O:4][C:8]1[N:13]=[C:12]([C:14]2[CH:19]=[CH:18][CH:17]=[CH:16][CH:15]=2)[N:11]=[C:10]([C:20]([OH:22])=[O:21])[CH:9]=1. The catalyst class is: 1. (3) Reactant: [C:1]([O-:4])(=[O:3])[CH3:2].[Na+].[CH3:6][Si:7]([CH3:10])(Cl)Cl. Product: [C:1]([O:4][Si:7]([O:4][C:1](=[O:3])[CH3:2])([CH3:10])[CH3:6])(=[O:3])[CH3:2]. The catalyst class is: 27. (4) Reactant: Br[CH2:2][C:3]([C:5]1[CH:6]=[N:7][CH:8]=[C:9]([Br:11])[CH:10]=1)=O.[NH2:12][C:13]1[CH:18]=[CH:17][CH:16]=[CH:15][N:14]=1. Product: [Br:11][C:9]1[CH:10]=[C:5]([C:3]2[N:12]=[C:13]3[CH:18]=[CH:17][CH:16]=[CH:15][N:14]3[CH:2]=2)[CH:6]=[N:7][CH:8]=1. The catalyst class is: 14. (5) Reactant: Cl.[CH3:2][C:3]([CH3:32])([CH3:31])[CH2:4][C:5]1[N:6]=[C:7]([CH:16]([OH:30])[CH2:17][C:18]2[CH:23]=[CH:22][C:21]([C:24]3[CH:29]=[CH:28][CH:27]=[CH:26][N:25]=3)=[CH:20][CH:19]=2)[N:8](S(N(C)C)(=O)=O)[CH:9]=1. Product: [CH3:2][C:3]([CH3:32])([CH3:31])[CH2:4][C:5]1[N:6]=[C:7]([CH:16]([OH:30])[CH2:17][C:18]2[CH:23]=[CH:22][C:21]([C:24]3[CH:29]=[CH:28][CH:27]=[CH:26][N:25]=3)=[CH:20][CH:19]=2)[NH:8][CH:9]=1. The catalyst class is: 7. (6) Reactant: [CH3:1][N:2]1[CH2:7][CH2:6][C:5]([C:27]2[CH:32]=[CH:31][C:30]([F:33])=[CH:29][CH:28]=2)([CH:8]([O:22][CH:23]=[CH:24][O:25][CH3:26])[C:9]2[C:18]3[C:13](=[CH:14][CH:15]=[CH:16][CH:17]=3)[C:12]([O:19][CH3:20])=[C:11](I)[CH:10]=2)[CH2:4][CH2:3]1.[Cu][C:35]#[N:36].C([O-])(O)=O.[Na+]. Product: [CH3:1][N:2]1[CH2:7][CH2:6][C:5]([C:27]2[CH:32]=[CH:31][C:30]([F:33])=[CH:29][CH:28]=2)([CH:8]([O:22][CH:23]=[CH:24][O:25][CH3:26])[C:9]2[C:18]3[C:13](=[CH:14][CH:15]=[CH:16][CH:17]=3)[C:12]([O:19][CH3:20])=[C:11]([C:35]#[N:36])[CH:10]=2)[CH2:4][CH2:3]1. The catalyst class is: 3. (7) Reactant: [NH2:1][N:2]1[CH:6]=[CH:5][C:4]([Cl:7])=[C:3]1[C:8]([O:10][CH3:11])=[O:9].[C:12]([O:16][C:17]([NH:19][C:20]1([C:23](O)=[O:24])[CH2:22][CH2:21]1)=[O:18])([CH3:15])([CH3:14])[CH3:13].C1C=CC2N(O)N=NC=2C=1.Cl.CN(C)CCCN=C=NCC.CCN(C(C)C)C(C)C. Product: [C:12]([O:16][C:17]([NH:19][C:20]1([C:23]([NH:1][N:2]2[CH:6]=[CH:5][C:4]([Cl:7])=[C:3]2[C:8]([O:10][CH3:11])=[O:9])=[O:24])[CH2:22][CH2:21]1)=[O:18])([CH3:15])([CH3:14])[CH3:13]. The catalyst class is: 2. (8) Reactant: [C:1]1([N:7]=[C:8]=[O:9])[CH:6]=[CH:5][CH:4]=[CH:3][CH:2]=1.[CH2:10]([O:12][C:13]([C:15]1[C:20]([O:21][CH2:22][CH3:23])=[C:19]([N:24]2[CH2:29][CH2:28][O:27][CH2:26][CH2:25]2)[N:18]=[C:17]([C:30]2[CH:35]=[CH:34][C:33]([NH2:36])=[CH:32][CH:31]=2)[N:16]=1)=[O:14])[CH3:11]. Product: [CH2:10]([O:12][C:13]([C:15]1[C:20]([O:21][CH2:22][CH3:23])=[C:19]([N:24]2[CH2:25][CH2:26][O:27][CH2:28][CH2:29]2)[N:18]=[C:17]([C:30]2[CH:31]=[CH:32][C:33]([NH:36][C:8]([NH:7][C:1]3[CH:6]=[CH:5][CH:4]=[CH:3][CH:2]=3)=[O:9])=[CH:34][CH:35]=2)[N:16]=1)=[O:14])[CH3:11]. The catalyst class is: 11. (9) Reactant: [NH2:1][C:2]1[CH:7]=[C:6]([O:8][C:9]2[CH:14]=[CH:13][C:12]([N+:15]([O-:17])=[O:16])=[CH:11][C:10]=2[F:18])[CH:5]=[CH:4][N:3]=1.[C:19]([O:23][C:24]([N:26]1[CH2:31][CH2:30][CH:29]([CH2:32][C:33](O)=[O:34])[CH2:28][CH2:27]1)=[O:25])([CH3:22])([CH3:21])[CH3:20].C(N(CC)CC)C.CN([P+](ON1N=NC2C=CC=CC1=2)(N(C)C)N(C)C)C.F[P-](F)(F)(F)(F)F. Product: [F:18][C:10]1[CH:11]=[C:12]([N+:15]([O-:17])=[O:16])[CH:13]=[CH:14][C:9]=1[O:8][C:6]1[CH:5]=[CH:4][N:3]=[C:2]([NH:1][C:33]([CH2:32][CH:29]2[CH2:28][CH2:27][N:26]([C:24]([O:23][C:19]([CH3:22])([CH3:21])[CH3:20])=[O:25])[CH2:31][CH2:30]2)=[O:34])[CH:7]=1. The catalyst class is: 9.